Dataset: Catalyst prediction with 721,799 reactions and 888 catalyst types from USPTO. Task: Predict which catalyst facilitates the given reaction. (1) Reactant: [CH:1]1([C:7]2[N:11]3[CH:12]=[CH:13][N:14]=[CH:15][C:10]3=[CH:9][N:8]=2)[CH2:6][CH2:5][CH2:4][CH2:3][CH2:2]1.[H][H]. Product: [CH:1]1([C:7]2[N:11]3[CH2:12][CH2:13][NH:14][CH2:15][C:10]3=[CH:9][N:8]=2)[CH2:2][CH2:3][CH2:4][CH2:5][CH2:6]1. The catalyst class is: 856. (2) Reactant: Cl.C([N:9]1[CH2:14][CH2:13][N:12]([C:15]2[CH:20]=[CH:19][C:18]([N:21]3[CH2:26][CH2:25][N:24]([C:27]([O:29][C:30]([CH3:33])([CH3:32])[CH3:31])=[O:28])[CH2:23][CH2:22]3)=[CH:17][CH:16]=2)[CH2:11][CH2:10]1)C1C=CC=CC=1.C(=O)([O-])[O-].[K+].[K+].[C:48](O[C:48]([O:50][C:51]([CH3:54])([CH3:53])[CH3:52])=[O:49])([O:50][C:51]([CH3:54])([CH3:53])[CH3:52])=[O:49]. Product: [C:30]([O:29][C:27]([N:24]1[CH2:25][CH2:26][N:21]([C:18]2[CH:19]=[CH:20][C:15]([N:12]3[CH2:13][CH2:14][N:9]([C:48]([O:50][C:51]([CH3:52])([CH3:53])[CH3:54])=[O:49])[CH2:10][CH2:11]3)=[CH:16][CH:17]=2)[CH2:22][CH2:23]1)=[O:28])([CH3:33])([CH3:31])[CH3:32]. The catalyst class is: 43. (3) Reactant: [O:1]1[CH2:7][CH2:6][CH2:5][N:4]([CH2:8][CH2:9][CH2:10][O:11][C:12]2[CH:17]=[CH:16][C:15]([C:18]3([CH2:24][NH2:25])[CH2:23][CH2:22][O:21][CH2:20][CH2:19]3)=[CH:14][CH:13]=2)[CH2:3][CH2:2]1.Br[C:27]1[CH:32]=[CH:31][CH:30]=[CH:29][N:28]=1.C1C=CC(P(C2C(C3C(P(C4C=CC=CC=4)C4C=CC=CC=4)=CC=C4C=3C=CC=C4)=C3C(C=CC=C3)=CC=2)C2C=CC=CC=2)=CC=1.CC(C)([O-])C.[Na+]. Product: [NH3:4].[O:1]1[CH2:7][CH2:6][CH2:5][N:4]([CH2:8][CH2:9][CH2:10][O:11][C:12]2[CH:17]=[CH:16][C:15]([C:18]3([CH2:24][NH:25][C:27]4[CH:32]=[CH:31][CH:30]=[CH:29][N:28]=4)[CH2:23][CH2:22][O:21][CH2:20][CH2:19]3)=[CH:14][CH:13]=2)[CH2:3][CH2:2]1. The catalyst class is: 101. (4) Reactant: [CH:1]1([NH:6][C:7]2[N:12]=[C:11]([CH2:13][CH2:14][OH:15])[CH:10]=[CH:9][CH:8]=2)[CH2:5][CH2:4][CH2:3][CH2:2]1.[Cl:16][C:17]1[CH:38]=[CH:37][CH:36]=[C:35]([Cl:39])[C:18]=1[C:19]([NH:21][C@H:22]([C:31]([O:33][CH3:34])=[O:32])[CH2:23][C:24]1[CH:29]=[CH:28][C:27](O)=[CH:26][CH:25]=1)=[O:20].C1(P(C2C=CC=CC=2)C2C=CC=CC=2)C=CC=CC=1. Product: [CH:1]1([NH:6][C:7]2[N:12]=[C:11]([CH2:13][CH2:14][O:15][C:27]3[CH:28]=[CH:29][C:24]([CH2:23][C@@H:22]([C:31]([O:33][CH3:34])=[O:32])[NH:21][C:19]([C:18]4[C:35]([Cl:39])=[CH:36][CH:37]=[CH:38][C:17]=4[Cl:16])=[O:20])=[CH:25][CH:26]=3)[CH:10]=[CH:9][CH:8]=2)[CH2:2][CH2:3][CH2:4][CH2:5]1. The catalyst class is: 2. (5) Reactant: [Cl:1][C:2]1[C:3]([F:31])=[C:4]([CH:8]2[C:12]([C:15]3[CH:20]=[CH:19][C:18]([Cl:21])=[CH:17][C:16]=3[F:22])([C:13]#[N:14])[CH:11]([CH2:23][C:24]([CH3:27])([CH3:26])[CH3:25])[NH:10][CH:9]2[C:28](O)=[O:29])[CH:5]=[CH:6][CH:7]=1.CN(C(ON1N=NC2C=CC=NC1=2)=[N+](C)C)C.F[P-](F)(F)(F)(F)F.CCN(C(C)C)C(C)C.[Cl:65][C:66]1[CH:72]=[CH:71][C:69]([NH2:70])=[CH:68][CH:67]=1. Product: [Cl:65][C:66]1[CH:72]=[CH:71][C:69]([NH:70][C:28]([CH:9]2[CH:8]([C:4]3[CH:5]=[CH:6][CH:7]=[C:2]([Cl:1])[C:3]=3[F:31])[C:12]([C:15]3[CH:20]=[CH:19][C:18]([Cl:21])=[CH:17][C:16]=3[F:22])([C:13]#[N:14])[CH:11]([CH2:23][C:24]([CH3:27])([CH3:26])[CH3:25])[NH:10]2)=[O:29])=[CH:68][CH:67]=1. The catalyst class is: 2. (6) Reactant: [CH2:1]([O:8][C:9]1[CH:10]=[C:11]([CH:14]=[CH:15][C:16]=1[N+:17]([O-:19])=[O:18])[CH:12]=O)[C:2]1[CH:7]=[CH:6][CH:5]=[CH:4][CH:3]=1.[C:20]1([CH2:26][C:27](=[O:29])[CH3:28])[CH:25]=[CH:24][CH:23]=[CH:22][CH:21]=1.N1CCCCC1. Product: [CH2:1]([O:8][C:9]1[CH:10]=[C:11](/[CH:12]=[C:26](/[C:20]2[CH:25]=[CH:24][CH:23]=[CH:22][CH:21]=2)\[C:27](=[O:29])[CH3:28])[CH:14]=[CH:15][C:16]=1[N+:17]([O-:19])=[O:18])[C:2]1[CH:7]=[CH:6][CH:5]=[CH:4][CH:3]=1. The catalyst class is: 11.